Dataset: Full USPTO retrosynthesis dataset with 1.9M reactions from patents (1976-2016). Task: Predict the reactants needed to synthesize the given product. (1) Given the product [OH:17][P:15]([NH:31][C:32]([N:34]([CH2:36][C:37]([OH:39])=[O:38])[CH3:35])=[NH:33])([O:14][CH2:13][O:12][C:10]([CH2:9][CH2:8][CH2:7][C:1]1[CH:6]=[CH:5][CH:4]=[CH:3][CH:2]=1)=[O:11])=[O:16], predict the reactants needed to synthesize it. The reactants are: [C:1]1([CH2:7][CH2:8][CH2:9][C:10]([O:12][CH2:13][O:14][P:15]([NH:31][C:32]([N:34]([CH2:36][C:37]([OH:39])=[O:38])[CH3:35])=[NH:33])([O:17]COC(CCCC2C=CC=CC=2)=O)=[O:16])=[O:11])[CH:6]=[CH:5][CH:4]=[CH:3][CH:2]=1. (2) Given the product [C:8]([O:10][CH:25]([O:32][C:33]([NH:35][CH2:36][C:37]1([CH2:43][C:44]([OH:46])=[O:45])[CH2:38][CH2:39][CH2:40][CH2:41][CH2:42]1)=[O:34])[C:26]1[CH:27]=[CH:28][CH:29]=[CH:30][CH:31]=1)(=[O:9])[C:3]1[CH:4]=[CH:5][CH:6]=[CH:1][CH:2]=1, predict the reactants needed to synthesize it. The reactants are: [CH:1]1[CH:6]=[C:5](Cl)[CH:4]=[C:3]([C:8]([O:10]O)=[O:9])[CH:2]=1.C([O-])(O)=O.[Na+].C([CH:25]([O:32][C:33]([NH:35][CH2:36][C:37]1([CH2:43][C:44]([OH:46])=[O:45])[CH2:42][CH2:41][CH2:40][CH2:39][CH2:38]1)=[O:34])[C:26]1[CH:31]=[CH:30][CH:29]=[CH:28][CH:27]=1)(=O)C1C=CC=CC=1.C(O)(=O)CC(CC(O)=O)(C(O)=O)O. (3) Given the product [Cl:1][C:2]1[C:7]([C:8]#[N:11])=[CH:6][N:5]=[CH:4][CH:3]=1, predict the reactants needed to synthesize it. The reactants are: [Cl:1][C:2]1[C:7]([CH:8]=O)=[CH:6][N:5]=[CH:4][CH:3]=1.Cl.[NH2:11]O.C([O-])(=O)C.[Na+]. (4) The reactants are: [F:1][C:2]1[CH:3]=[CH:4][C:5]([C:8]([C:10]2[C:19]([NH2:20])=[C:18]3[C:13]([CH:14]=[CH:15][CH:16]=[N:17]3)=[CH:12][CH:11]=2)=O)=[N:6][CH:7]=1.[CH3:21][NH:22][S:23](Cl)(=[O:25])=[O:24].[BH4-].[Na+]. Given the product [F:1][C:2]1[CH:3]=[CH:4][C:5]([CH:8]2[C:10]3[CH:11]=[CH:12][C:13]4[C:18](=[N:17][CH:16]=[CH:15][CH:14]=4)[C:19]=3[NH:20][S:23](=[O:25])(=[O:24])[N:22]2[CH3:21])=[N:6][CH:7]=1, predict the reactants needed to synthesize it. (5) Given the product [CH3:20][O:19][C:16]1[CH:15]=[CH:14][C:13]([C:3]2([N:2]([CH3:21])[CH3:1])[CH2:4][CH2:5][C:6]([NH:11][CH3:12])([C:9]3[CH:7]=[CH:8][CH:3]=[CH:4][CH:5]=3)[CH2:7][CH2:8]2)=[CH:18][CH:17]=1, predict the reactants needed to synthesize it. The reactants are: [CH3:1][N:2]([CH3:21])[C:3]1([C:13]2[CH:18]=[CH:17][C:16]([O:19][CH3:20])=[CH:15][CH:14]=2)[CH2:8][CH2:7][C:6]([NH:11][CH3:12])([C:9]#N)[CH2:5][CH2:4]1. (6) Given the product [CH3:25][O:24][C:16]1[CH:15]=[C:14]([CH:19]=[C:18]([O:20][CH3:21])[C:17]=1[O:22][CH3:23])[C:13]([C:12]1[C:11]2[CH:27]=[CH:28][C:29]([O:31][CH3:32])=[CH:30][C:10]=2[O:9][CH:8]=1)=[O:26], predict the reactants needed to synthesize it. The reactants are: [Si]([C:8]1[O:9][C:10]2[CH:30]=[C:29]([O:31][CH3:32])[CH:28]=[CH:27][C:11]=2[C:12]=1[C:13](=[O:26])[C:14]1[CH:19]=[C:18]([O:20][CH3:21])[C:17]([O:22][CH3:23])=[C:16]([O:24][CH3:25])[CH:15]=1)(C(C)(C)C)(C)C.[F-].C([N+](CCCC)(CCCC)CCCC)CCC. (7) Given the product [CH:26]1([C:32]([C:2]2[CH:7]=[CH:6][C:5]([C:8]3[NH:25][C:11]4[CH:12]=[N:13][C:14]([NH:16][C:17]([CH:19]5[CH2:24][CH2:23][CH2:22][CH2:21][CH2:20]5)=[O:18])=[CH:15][C:10]=4[N:9]=3)=[CH:4][CH:3]=2)=[O:33])[CH2:31][CH2:30][CH2:29][CH2:28][CH2:27]1, predict the reactants needed to synthesize it. The reactants are: N[C:2]1[CH:7]=[CH:6][C:5]([C:8]2[NH:25][C:11]3[CH:12]=[N:13][C:14]([NH:16][C:17]([CH:19]4[CH2:24][CH2:23][CH2:22][CH2:21][CH2:20]4)=[O:18])=[CH:15][C:10]=3[N:9]=2)=[CH:4][CH:3]=1.[CH:26]1([C:32](Cl)=[O:33])[CH2:31][CH2:30][CH2:29][CH2:28][CH2:27]1.